From a dataset of Peptide-MHC class I binding affinity with 185,985 pairs from IEDB/IMGT. Regression. Given a peptide amino acid sequence and an MHC pseudo amino acid sequence, predict their binding affinity value. This is MHC class I binding data. (1) The peptide sequence is EETLLTTWL. The MHC is HLA-B15:09 with pseudo-sequence HLA-B15:09. The binding affinity (normalized) is 0.0847. (2) The peptide sequence is EDFEIFYNL. The MHC is HLA-B27:03 with pseudo-sequence HLA-B27:03. The binding affinity (normalized) is 0.0847. (3) The peptide sequence is HERPVILSL. The MHC is HLA-B40:01 with pseudo-sequence HLA-B40:01. The binding affinity (normalized) is 0.787. (4) The peptide sequence is SQYDPKELL. The MHC is HLA-A25:01 with pseudo-sequence HLA-A25:01. The binding affinity (normalized) is 0.0847. (5) The peptide sequence is TPESANLG. The MHC is HLA-B27:05 with pseudo-sequence HLA-B27:05. The binding affinity (normalized) is 0. (6) The peptide sequence is MVEPWLSSK. The MHC is HLA-A11:01 with pseudo-sequence HLA-A11:01. The binding affinity (normalized) is 0.402. (7) The peptide sequence is YLILFLLFV. The MHC is HLA-A02:01 with pseudo-sequence HLA-A02:01. The binding affinity (normalized) is 0.575. (8) The peptide sequence is LPDTGSWGI. The MHC is HLA-B51:01 with pseudo-sequence HLA-B51:01. The binding affinity (normalized) is 0.0847.